From a dataset of Retrosynthesis with 50K atom-mapped reactions and 10 reaction types from USPTO. Predict the reactants needed to synthesize the given product. (1) Given the product CS(=O)c1ccnc(-n2ccc3cc(N(CC(=O)OC(C)(C)C)S(=O)(=O)c4cc(Cl)cc(Cl)c4)ccc32)c1, predict the reactants needed to synthesize it. The reactants are: CSc1ccnc(-n2ccc3cc(N(CC(=O)OC(C)(C)C)S(=O)(=O)c4cc(Cl)cc(Cl)c4)ccc32)c1.O=S([O-])([O-])=S. (2) Given the product COc1ccc(C=O)cc1OS(=O)(=O)c1ccc(C)cc1, predict the reactants needed to synthesize it. The reactants are: COc1ccc(C=O)cc1O.Cc1ccc(S(=O)(=O)Cl)cc1. (3) Given the product CC1(C=O)CCN(CCc2ccccc2)CC1, predict the reactants needed to synthesize it. The reactants are: CC1(CO)CCN(CCc2ccccc2)CC1. (4) Given the product CC[C@H]1CC[C@H](NC(=O)[C@@H]2C[C@H]2CN2CCN(c3ccc(C(F)(F)F)cc3)CC2)CC1, predict the reactants needed to synthesize it. The reactants are: CC[C@H]1CC[C@H](NC(=O)[C@@H]2C[C@H]2COS(C)(=O)=O)CC1.FC(F)(F)c1ccc(N2CCNCC2)cc1. (5) Given the product Cc1onc(-c2ccccc2)c1NC(=O)c1cc(Nc2cccc(O)c2)nc2ccc(Br)cc12, predict the reactants needed to synthesize it. The reactants are: Cc1onc(-c2ccccc2)c1NC(=O)c1cc(Cl)nc2ccc(Br)cc12.Nc1cccc(O)c1. (6) Given the product Cc1ccc2c(c1)-c1sc(C(=O)N(C)c3ccccc3Cl)cc1CO2, predict the reactants needed to synthesize it. The reactants are: CNc1ccccc1Cl.Cc1ccc2c(c1)-c1sc(C(=O)O)cc1CO2. (7) Given the product FC(F)(F)COc1nc(Nc2cccc(C(F)(F)F)c2)nc(NC2CCNCC2)n1, predict the reactants needed to synthesize it. The reactants are: CC(C)(C)OC(=O)N1CCC(Nc2nc(Nc3cccc(C(F)(F)F)c3)nc(OCC(F)(F)F)n2)CC1.